Predict the product of the given reaction. From a dataset of Forward reaction prediction with 1.9M reactions from USPTO patents (1976-2016). (1) Given the reactants [Br:1][C:2]1[CH:3]=[C:4]2[C:9](=[CH:10][CH:11]=1)[CH:8]=[N:7][CH:6]=[CH:5]2.[O:12](C)[S:13]([C:16]([F:19])([F:18])[F:17])(=[O:15])=[O:14], predict the reaction product. The product is: [F:17][C:16]([F:19])([F:18])[S:13]([O-:15])(=[O:14])=[O:12].[Br:1][C:2]1[CH:3]=[C:4]2[C:9](=[CH:10][CH:11]=1)[CH:8]=[N+:7]([CH3:16])[CH:6]=[CH:5]2. (2) The product is: [F:37][C:36]([F:39])([F:38])[S:33]([O:9][C:10]1[CH2:15][CH2:14][N:13]([C:16]([O:18][CH2:19][C:20]2[CH:25]=[CH:24][CH:23]=[CH:22][CH:21]=2)=[O:17])[CH2:12][CH:11]=1)(=[O:35])=[O:34]. Given the reactants C(NC(C)C)(C)C.[Li].[O:9]=[C:10]1[CH2:15][CH2:14][N:13]([C:16]([O:18][CH2:19][C:20]2[CH:25]=[CH:24][CH:23]=[CH:22][CH:21]=2)=[O:17])[CH2:12][CH2:11]1.C1C=CC(N([S:33]([C:36]([F:39])([F:38])[F:37])(=[O:35])=[O:34])[S:33]([C:36]([F:39])([F:38])[F:37])(=[O:35])=[O:34])=CC=1, predict the reaction product. (3) Given the reactants [CH2:1]([O:8][C:9]1[CH:16]=[CH:15][C:12]([CH:13]=O)=[CH:11][C:10]=1[O:17][CH3:18])[C:2]1[CH:7]=[CH:6][CH:5]=[CH:4][CH:3]=1.[N+:19]([CH3:22])([O-:21])=[O:20].C(Cl)Cl, predict the reaction product. The product is: [CH2:1]([O:8][C:9]1[CH:16]=[CH:15][C:12]([CH2:13][CH2:22][NH2:19])=[CH:11][C:10]=1[O:17][CH3:18])[C:2]1[CH:7]=[CH:6][CH:5]=[CH:4][CH:3]=1.[CH2:1]([O:8][C:9]1[CH:16]=[CH:15][C:12](/[CH:13]=[CH:22]/[N+:19]([O-:21])=[O:20])=[CH:11][C:10]=1[O:17][CH3:18])[C:2]1[CH:7]=[CH:6][CH:5]=[CH:4][CH:3]=1. (4) Given the reactants [F:1][C:2]([F:7])([F:6])[C:3]([OH:5])=[O:4].[F:8][C:9]([F:14])([F:13])[C:10]([OH:12])=[O:11].FC(F)(F)C(O)=O.[Cl:22][C:23]1[CH:24]=[N:25][C:26]2[NH:27][C:28]3[CH:29]=[N:30][CH:31]=[C:32]([CH:54]=3)[CH2:33][CH2:34][C:35]3[CH:43]=[C:39]([NH:40][C:41]=1[N:42]=2)[CH:38]=[CH:37][C:36]=3[NH:44][C:45](=[O:53])[CH2:46][CH:47]1[CH2:52][CH2:51][NH:50][CH2:49][CH2:48]1.[S:55]1[CH:59]=[CH:58][N:57]=[C:56]1[C:60](Cl)=[O:61], predict the reaction product. The product is: [F:1][C:2]([F:7])([F:6])[C:3]([OH:5])=[O:4].[F:8][C:9]([F:14])([F:13])[C:10]([OH:12])=[O:11].[Cl:22][C:23]1[CH:24]=[N:25][C:26]2[NH:27][C:28]3[CH:29]=[N:30][CH:31]=[C:32]([CH:54]=3)[CH2:33][CH2:34][C:35]3[CH:43]=[C:39]([NH:40][C:41]=1[N:42]=2)[CH:38]=[CH:37][C:36]=3[NH:44][C:45](=[O:53])[CH2:46][CH:47]1[CH2:52][CH2:51][N:50]([C:60]([C:56]2[S:55][CH:59]=[CH:58][N:57]=2)=[O:61])[CH2:49][CH2:48]1.